From a dataset of Full USPTO retrosynthesis dataset with 1.9M reactions from patents (1976-2016). Predict the reactants needed to synthesize the given product. (1) Given the product [Cl:1][C:2]1[CH:7]=[CH:6][C:5]([C:8]#[CH:9])=[CH:4][C:3]=1[N+:14]([O-:16])=[O:15], predict the reactants needed to synthesize it. The reactants are: [Cl:1][C:2]1[CH:7]=[CH:6][C:5]([C:8]#[C:9][Si](C)(C)C)=[CH:4][C:3]=1[N+:14]([O-:16])=[O:15].C(=O)([O-])[O-].[K+].[K+]. (2) Given the product [F:57][C:51]1[CH:52]=[CH:53][CH:54]=[C:55]([F:56])[C:50]=1[C:45]1[N:44]=[C:43]([C:42]([NH:41][C:36]2[CH:37]=[N:38][CH:39]=[CH:40][C:35]=2[C@H:8]2[CH2:7][C@@H:6]([O:5][Si:4]([CH:59]([CH3:60])[CH3:61])([CH:1]([CH3:2])[CH3:3])[CH:62]([CH3:63])[CH3:64])[C@H:11]([O:12][Si:13]([CH:14]([CH3:16])[CH3:15])([CH:17]([CH3:19])[CH3:18])[CH:20]([CH3:22])[CH3:21])[C@@H:10]([CH2:23][OH:24])[O:9]2)=[O:58])[CH:48]=[CH:47][C:46]=1[F:49], predict the reactants needed to synthesize it. The reactants are: [CH:1]([Si:4]([CH:62]([CH3:64])[CH3:63])([CH:59]([CH3:61])[CH3:60])[O:5][C@H:6]1[C@H:11]([O:12][Si:13]([CH:20]([CH3:22])[CH3:21])([CH:17]([CH3:19])[CH3:18])[CH:14]([CH3:16])[CH3:15])[C@@H:10]([CH2:23][O:24][Si](C(C)C)(C(C)C)C(C)C)[O:9][C@@H:8]([C:35]2[CH:40]=[CH:39][N:38]=[CH:37][C:36]=2[NH:41][C:42](=[O:58])[C:43]2[CH:48]=[CH:47][C:46]([F:49])=[C:45]([C:50]3[C:55]([F:56])=[CH:54][CH:53]=[CH:52][C:51]=3[F:57])[N:44]=2)[CH2:7]1)([CH3:3])[CH3:2].[OH-].[Na+].